Dataset: Catalyst prediction with 721,799 reactions and 888 catalyst types from USPTO. Task: Predict which catalyst facilitates the given reaction. (1) Reactant: Cl[C:2]1[N:7]=[N:6][C:5]([C:8]2[N:9]=[N:10][C:11](Cl)=[CH:12][CH:13]=2)=[CH:4][CH:3]=1.C([Sn](CCCC)(CCCC)[C:20]1[CH:25]=[CH:24][CH:23]=[CH:22][N:21]=1)CCC. Product: [N:21]1[CH:22]=[CH:23][CH:24]=[CH:25][C:20]=1[C:2]1[N:7]=[N:6][C:5]([C:8]2[N:9]=[N:10][C:11]([C:22]3[CH:23]=[CH:24][CH:25]=[CH:20][N:21]=3)=[CH:12][CH:13]=2)=[CH:4][CH:3]=1. The catalyst class is: 73. (2) The catalyst class is: 91. Reactant: [OH:1][CH2:2][CH2:3][C:4]1[CH:9]=[CH:8][N:7]=[CH:6][CH:5]=1.[N+:10]([C:13]1[CH:18]=[CH:17][C:16]([O:19][C:20](=O)[O:21]C2C=CC([N+]([O-])=O)=CC=2)=[CH:15][CH:14]=1)([O-:12])=[O:11].CN1CCOCC1. Product: [C:20](=[O:21])([O:1][CH2:2][CH2:3][C:4]1[CH:9]=[CH:8][N:7]=[CH:6][CH:5]=1)[O:19][C:16]1[CH:15]=[CH:14][C:13]([N+:10]([O-:12])=[O:11])=[CH:18][CH:17]=1. (3) Reactant: C(OC([N:11]([CH2:21][C@H:22]1[N:26]([C:27]2[N:32]=[CH:31][C:30]([CH2:33][CH2:34][CH3:35])=[CH:29][N:28]=2)[CH2:25][C@H:24]([S:36][C:37](=[O:39])[CH3:38])[CH2:23]1)[CH2:12][C:13]1[CH:18]=[C:17]([F:19])[CH:16]=[CH:15][C:14]=1[F:20])=O)C1C=CC=CC=1.Br. Product: [F:20][C:14]1[CH:15]=[CH:16][C:17]([F:19])=[CH:18][C:13]=1[CH2:12][NH:11][CH2:21][C@H:22]1[N:26]([C:27]2[N:32]=[CH:31][C:30]([CH2:33][CH2:34][CH3:35])=[CH:29][N:28]=2)[CH2:25][C@H:24]([S:36][C:37](=[O:39])[CH3:38])[CH2:23]1. The catalyst class is: 15.